From a dataset of Catalyst prediction with 721,799 reactions and 888 catalyst types from USPTO. Predict which catalyst facilitates the given reaction. (1) Reactant: [CH2:1]([N:8]1[CH:12]=[C:11]([CH2:13][C:14]#N)[C:10]([O:16][CH2:17][C:18]2[CH:23]=[CH:22][CH:21]=[CH:20][CH:19]=2)=[N:9]1)[C:2]1[CH:7]=[CH:6][CH:5]=[CH:4][CH:3]=1.[OH-:24].[Na+].[O:26]1CC[CH2:28][CH2:27]1.Cl. Product: [CH2:1]([N:8]1[CH:12]=[C:11]([CH2:13][C:14]([O:26][CH2:27][CH3:28])=[O:24])[C:10]([O:16][CH2:17][C:18]2[CH:23]=[CH:22][CH:21]=[CH:20][CH:19]=2)=[N:9]1)[C:2]1[CH:7]=[CH:6][CH:5]=[CH:4][CH:3]=1. The catalyst class is: 8. (2) Reactant: C(O[C:4](=[O:15])[CH:5](P(OCC)(OCC)=O)[CH3:6])C.C([Li])CCC.[CH:21]1([NH:26][C:27]2[C:32]([CH:33]=O)=[CH:31][N:30]=[C:29]([S:35][CH3:36])[N:28]=2)[CH2:25][CH2:24][CH2:23][CH2:22]1.C(O)(=O)CC(CC(O)=O)(C(O)=O)O. Product: [CH:21]1([N:26]2[C:27]3[N:28]=[C:29]([S:35][CH3:36])[N:30]=[CH:31][C:32]=3[CH:33]=[C:5]([CH3:6])[C:4]2=[O:15])[CH2:22][CH2:23][CH2:24][CH2:25]1. The catalyst class is: 7. (3) Reactant: N#N.[CH2:3]([N:10]1[CH2:15][CH2:14][C:13](O)([OH:16])[C:12]([F:19])([F:18])[CH2:11]1)[C:4]1[CH:9]=[CH:8][CH:7]=[CH:6][CH:5]=1.[BH4-].[Na+].C([O-])(O)=O.[Na+]. Product: [CH2:3]([N:10]1[CH2:15][CH2:14][CH:13]([OH:16])[C:12]([F:19])([F:18])[CH2:11]1)[C:4]1[CH:5]=[CH:6][CH:7]=[CH:8][CH:9]=1. The catalyst class is: 5. (4) Reactant: C[O:2][C:3]1[CH:8]=[CH:7][C:6]([CH2:9][CH2:10]CC(O)=O)=[CH:5][C:4]=1C.[C:16](Cl)(=[O:20])[C:17](Cl)=O.[Cl-].[Al+3].[Cl-].[Cl-]. Product: [CH3:10][C:9]1[CH:17]=[C:16]2[C:4]([C:3](=[O:2])[CH2:8][CH2:7][O:20]2)=[CH:5][CH:6]=1. The catalyst class is: 59. (5) Reactant: C([Li])CCC.C[Si]([O:10][CH2:11][C:12]#[CH:13])(C)C.[CH2:14]([N:21]1[C@@H:26]2[C@H:27]([S:29]([C:32]3[CH:37]=[CH:36][CH:35]=[CH:34][CH:33]=3)(=[O:31])=[O:30])[CH2:28][C@@:22]1([C:39]1[CH:44]=[CH:43][CH:42]=[CH:41][CH:40]=1)[C:23](=[O:38])[CH2:24][CH2:25]2)[C:15]1[CH:20]=[CH:19][CH:18]=[CH:17][CH:16]=1. Product: [CH2:14]([N:21]1[CH:26]2[CH:27]([S:29]([C:32]3[CH:33]=[CH:34][CH:35]=[CH:36][CH:37]=3)(=[O:30])=[O:31])[CH2:28][C:22]1([C:39]1[CH:44]=[CH:43][CH:42]=[CH:41][CH:40]=1)[C:23]([C:13]#[C:12][CH2:11][OH:10])([OH:38])[CH2:24][CH2:25]2)[C:15]1[CH:20]=[CH:19][CH:18]=[CH:17][CH:16]=1. The catalyst class is: 7. (6) Reactant: [CH3:1][C:2]1[C:3]([N:8]2[CH:12]=[CH:11][C:10]([C:13]([F:16])([F:15])[F:14])=[N:9]2)=[C:4]([OH:7])[NH:5][N:6]=1.C(=O)([O-])[O-].[Cs+].[Cs+].Br[CH:24]([CH3:35])[C:25]([C:27]1[CH:32]=[CH:31][C:30]([Cl:33])=[CH:29][C:28]=1[Cl:34])=[O:26].C([O-])([O-])=O.[Na+].[Na+]. Product: [Cl:34][C:28]1[CH:29]=[C:30]([Cl:33])[CH:31]=[CH:32][C:27]=1[C:25](=[O:26])[CH:24]([O:7][C:4]1[NH:5][N:6]=[C:2]([CH3:1])[C:3]=1[N:8]1[CH:12]=[CH:11][C:10]([C:13]([F:16])([F:14])[F:15])=[N:9]1)[CH3:35]. The catalyst class is: 3. (7) Reactant: Cl.[NH2:2][NH:3][C:4]([NH2:6])=[O:5].[C:7]([O:13][CH3:14])(=[O:12])[CH2:8][C:9]([CH3:11])=O.C([O-])(=O)C.[K+]. Product: [NH2:6][C:4]([NH:3]/[N:2]=[C:9](\[CH3:11])/[CH2:8][C:7]([O:13][CH3:14])=[O:12])=[O:5]. The catalyst class is: 6. (8) Reactant: [CH3:1][O:2][C:3]1[CH:8]=[CH:7][C:6]([C@H:9]2[C@H:14]([CH2:15][O:16]C(C3C=CC=CC=3)(C3C=CC=CC=3)C3C=CC=CC=3)[CH2:13][N:12]([C:36]([O:38][CH2:39][C:40]3[CH:45]=[CH:44][CH:43]=[CH:42][CH:41]=3)=[O:37])[CH2:11][C@@H:10]2[O:46][CH2:47][C:48]2[CH:49]=[CH:50][C:51]3[O:56][CH2:55][C:54](=[O:57])[N:53]([CH2:58][CH2:59][CH2:60][O:61][CH3:62])[C:52]=3[CH:63]=2)=[CH:5][CH:4]=1.C(=O)(O)[O-].[Na+]. Product: [OH:16][CH2:15][C@H:14]1[C@H:9]([C:6]2[CH:7]=[CH:8][C:3]([O:2][CH3:1])=[CH:4][CH:5]=2)[C@@H:10]([O:46][CH2:47][C:48]2[CH:49]=[CH:50][C:51]3[O:56][CH2:55][C:54](=[O:57])[N:53]([CH2:58][CH2:59][CH2:60][O:61][CH3:62])[C:52]=3[CH:63]=2)[CH2:11][N:12]([C:36]([O:38][CH2:39][C:40]2[CH:41]=[CH:42][CH:43]=[CH:44][CH:45]=2)=[O:37])[CH2:13]1. The catalyst class is: 111. (9) Reactant: C(N(CC)CC)C.[C:8](Cl)(=[O:10])[CH3:9].[CH3:12][O:13][C:14]1[CH:15]=[C:16]2[C:20](=[CH:21][CH:22]=1)[NH:19][CH:18]([C:23]([NH2:25])=[O:24])[CH2:17]2. Product: [C:8]([N:19]1[C:20]2[C:16](=[CH:15][C:14]([O:13][CH3:12])=[CH:22][CH:21]=2)[CH2:17][CH:18]1[C:23]([NH2:25])=[O:24])(=[O:10])[CH3:9]. The catalyst class is: 2.